The task is: Predict which catalyst facilitates the given reaction.. This data is from Catalyst prediction with 721,799 reactions and 888 catalyst types from USPTO. (1) Reactant: [Br:1][C:2]1[CH:15]=[CH:14][C:5]([CH2:6][N:7]2[CH2:11][CH2:10][CH2:9][CH:8]2[CH2:12][OH:13])=[CH:4][CH:3]=1.[CH2:16](I)[CH3:17].[H-].[Na+]. Product: [Br:1][C:2]1[CH:3]=[CH:4][C:5]([CH2:6][N:7]2[CH2:11][CH2:10][CH2:9][CH:8]2[CH2:12][O:13][CH2:16][CH3:17])=[CH:14][CH:15]=1. The catalyst class is: 3. (2) Reactant: [N+:1]([C:4]1[CH:13]=[CH:12][CH:11]=[C:10]2[C:5]=1[CH:6]=[CH:7][C:8]([CH3:14])=[N:9]2)([O-:3])=[O:2].C(OOC(=O)C1C=CC=CC=1)(=O)C1C=CC=CC=1.[Br:33]N1C(=O)CCC1=O. Product: [Br:33][CH2:14][C:8]1[CH:7]=[CH:6][C:5]2[C:10](=[CH:11][CH:12]=[CH:13][C:4]=2[N+:1]([O-:3])=[O:2])[N:9]=1. The catalyst class is: 717.